From a dataset of Full USPTO retrosynthesis dataset with 1.9M reactions from patents (1976-2016). Predict the reactants needed to synthesize the given product. (1) Given the product [NH:25]1[C:1]([CH2:3][N:4]2[CH2:9][CH2:8][N:7]([C:10]([O:12][C:13]([CH3:16])([CH3:15])[CH3:14])=[O:11])[CH2:6][CH2:5]2)=[N:2][N:27]=[N:26]1, predict the reactants needed to synthesize it. The reactants are: [C:1]([CH2:3][N:4]1[CH2:9][CH2:8][N:7]([C:10]([O:12][C:13]([CH3:16])([CH3:15])[CH3:14])=[O:11])[CH2:6][CH2:5]1)#[N:2].Cl.C(N(CC)CC)C.[N-:25]=[N+:26]=[N-:27].[Na+]. (2) The reactants are: [CH:1]1([NH:4][C:5](=[O:30])[C:6]2[CH:11]=[CH:10][C:9]([CH3:12])=[C:8]([C:13]3[CH:14]=[C:15]4[C:20](=[CH:21][CH:22]=3)[C:19](=[O:23])[N:18]([CH2:24][CH:25]3[CH2:27][CH2:26]3)[CH:17]=[C:16]4[CH:28]=O)[CH:7]=2)[CH2:3][CH2:2]1.[CH3:31][N:32]([CH3:36])[CH2:33][CH2:34][NH2:35]. Given the product [CH:1]1([NH:4][C:5](=[O:30])[C:6]2[CH:11]=[CH:10][C:9]([CH3:12])=[C:8]([C:13]3[CH:14]=[C:15]4[C:20](=[CH:21][CH:22]=3)[C:19](=[O:23])[N:18]([CH2:24][CH:25]3[CH2:26][CH2:27]3)[CH:17]=[C:16]4[CH2:28][NH:35][CH2:34][CH2:33][N:32]([CH3:36])[CH3:31])[CH:7]=2)[CH2:3][CH2:2]1, predict the reactants needed to synthesize it. (3) Given the product [CH2:49]([N:56]1[CH:60]=[C:59]([C:61]2[CH:62]=[C:63]([NH:67][C:22]([C:17]3[C:18](=[O:21])[O:19][C:20]4[C:15]([CH:16]=3)=[CH:14][CH:13]=[CH:12][C:11]=4[OH:10])=[O:24])[CH:64]=[CH:65][CH:66]=2)[CH:58]=[N:57]1)[C:50]1[CH:51]=[CH:52][CH:53]=[CH:54][CH:55]=1, predict the reactants needed to synthesize it. The reactants are: CCN(C(C)C)C(C)C.[OH:10][C:11]1[CH:12]=[CH:13][CH:14]=[C:15]2[C:20]=1[O:19][C:18](=[O:21])[C:17]([C:22]([OH:24])=O)=[CH:16]2.CN(C(ON1N=NC2C=CC=NC1=2)=[N+](C)C)C.F[P-](F)(F)(F)(F)F.[CH2:49]([N:56]1[CH:60]=[C:59]([C:61]2[CH:62]=[C:63]([NH2:67])[CH:64]=[CH:65][CH:66]=2)[CH:58]=[N:57]1)[C:50]1[CH:55]=[CH:54][CH:53]=[CH:52][CH:51]=1. (4) Given the product [CH3:26][S:27]([C:30]1[CH:35]=[CH:34][C:33]([C:6]2[CH:7]=[CH:2][CH:3]=[C:4]([CH:8]([C:19]3[CH:24]=[CH:23][CH:22]=[CH:21][C:20]=3[CH3:25])[CH2:9][C:10]([C:12]3[CH:17]=[CH:16][N:15]=[C:14]([CH3:18])[CH:13]=3)=[O:11])[CH:5]=2)=[CH:32][CH:31]=1)(=[O:29])=[O:28], predict the reactants needed to synthesize it. The reactants are: Br[C:2]1[CH:3]=[C:4]([CH:8]([C:19]2[CH:24]=[CH:23][CH:22]=[CH:21][C:20]=2[CH3:25])[CH2:9][C:10]([C:12]2[CH:17]=[CH:16][N:15]=[C:14]([CH3:18])[CH:13]=2)=[O:11])[CH:5]=[CH:6][CH:7]=1.[CH3:26][S:27]([C:30]1[CH:35]=[CH:34][C:33](B(O)O)=[CH:32][CH:31]=1)(=[O:29])=[O:28]. (5) Given the product [CH2:23]([O:25][C:26]([C:28]1([C:31]2[CH:36]=[CH:35][C:34]([C:17]3[CH:18]=[CH:19][C:14]([C:13]4[O:12][N:11]=[C:10]([CH3:21])[C:9]=4[NH:8][C:7]([O:6][CH:4]([CH:1]4[CH2:3][CH2:2]4)[CH3:5])=[O:22])=[CH:15][CH:16]=3)=[CH:33][CH:32]=2)[CH2:29][CH2:30]1)=[O:27])[CH3:24], predict the reactants needed to synthesize it. The reactants are: [CH:1]1([CH:4]([O:6][C:7](=[O:22])[NH:8][C:9]2[C:10]([CH3:21])=[N:11][O:12][C:13]=2[C:14]2[CH:19]=[CH:18][C:17](Br)=[CH:16][CH:15]=2)[CH3:5])[CH2:3][CH2:2]1.[CH2:23]([O:25][C:26]([C:28]1([C:31]2[CH:36]=[CH:35][C:34](B3OC(C)(C)C(C)(C)O3)=[CH:33][CH:32]=2)[CH2:30][CH2:29]1)=[O:27])[CH3:24]. (6) Given the product [F:40][CH:9]([F:8])[N:10]1[C:14]2[C:15]([O:31][C@@H:32]([C@H:34]3[CH2:38][NH:37][C:36](=[O:39])[CH2:35]3)[CH3:33])=[N:16][C:17]([C:19]3[CH:24]=[CH:23][C:22]([N:25]4[CH2:30][CH2:29][N:28]([CH:52]5[CH2:53][O:50][CH2:51]5)[CH2:27][CH2:26]4)=[CH:21][CH:20]=3)=[CH:18][C:13]=2[N:12]=[CH:11]1, predict the reactants needed to synthesize it. The reactants are: C(O)(C(F)(F)F)=O.[F:8][CH:9]([F:40])[N:10]1[C:14]2[C:15]([O:31][C@@H:32]([C@H:34]3[CH2:38][NH:37][C:36](=[O:39])[CH2:35]3)[CH3:33])=[N:16][C:17]([C:19]3[CH:24]=[CH:23][C:22]([N:25]4[CH2:30][CH2:29][NH:28][CH2:27][CH2:26]4)=[CH:21][CH:20]=3)=[CH:18][C:13]=2[N:12]=[CH:11]1.CCN(C(C)C)C(C)C.[O:50]1[CH2:53][C:52](=O)[CH2:51]1.C(O[BH-](OC(=O)C)OC(=O)C)(=O)C.[Na+]. (7) Given the product [C:1]([O:5][C:6](=[O:33])[NH:7][C:8]1[S:9][C:10]([C:31](=[O:32])[CH:39]([CH3:40])[CH3:44])=[CH:11][C:12]=1[S:13](=[O:30])(=[O:29])[N:14]([CH2:16][CH:17]([C:22]1[CH:23]=[CH:24][C:25]([F:28])=[CH:26][CH:27]=1)[O:18][CH2:19][O:20][CH3:21])[CH3:15])([CH3:4])([CH3:2])[CH3:3], predict the reactants needed to synthesize it. The reactants are: [C:1]([O:5][C:6](=[O:33])[NH:7][C:8]1[S:9][C:10]([CH:31]=[O:32])=[CH:11][C:12]=1[S:13](=[O:30])(=[O:29])[N:14]([CH2:16][CH:17]([C:22]1[CH:27]=[CH:26][C:25]([F:28])=[CH:24][CH:23]=1)[O:18][CH2:19][O:20][CH3:21])[CH3:15])([CH3:4])([CH3:3])[CH3:2].CC(OI1(OC(C)=O)(OC(C)=O)OC(=O)[C:44]2C=CC=[CH:40][C:39]1=2)=O.C(=O)(O)[O-].[Na+].S([O-])([O-])(=O)=S.[Na+].[Na+].